From a dataset of Forward reaction prediction with 1.9M reactions from USPTO patents (1976-2016). Predict the product of the given reaction. (1) Given the reactants [Br:1][C:2]1[CH:7]=[CH:6][C:5]([C:8](=[O:12])[CH:9]([CH3:11])[CH3:10])=[CH:4][CH:3]=1.[Br:13]Br.ClS(O)(=O)=O, predict the reaction product. The product is: [Br:13][C:9]([CH3:10])([CH3:11])[C:8]([C:5]1[CH:4]=[CH:3][C:2]([Br:1])=[CH:7][CH:6]=1)=[O:12]. (2) Given the reactants FC(F)(F)S(O[C:7]1[CH:30]=[CH:29][C:10]2[CH2:11][C@@:12]3([CH3:28])[C@H:17]([C:18]4([CH2:22][O:21][C:20](/[N:23]=C/N(C)C)=[N:19]4)[C:9]=2[CH:8]=1)[CH2:16][O:15][CH2:14][CH2:13]3)(=O)=O.ClC1C=C(C2C=CC3C[C@@]4(C)[C@H](C5(COC(N)=N5)C=3C=2)COCC4)C=NC=1.[F:60][C:61]1[C:66](B(O)O)=[CH:65][CH:64]=[CH:63][N:62]=1, predict the reaction product. The product is: [F:60][C:61]1[C:66]([C:7]2[CH:30]=[CH:29][C:10]3[CH2:11][C@@:12]4([CH3:28])[C@H:17]([C:18]5([CH2:22][O:21][C:20]([NH2:23])=[N:19]5)[C:9]=3[CH:8]=2)[CH2:16][O:15][CH2:14][CH2:13]4)=[CH:65][CH:64]=[CH:63][N:62]=1. (3) Given the reactants [Br:1][C:2]1[CH:10]=[C:9]([CH3:11])[C:8]2[NH:7][CH:6]=[CH:5][C:4]=2[C:3]=1[CH:12]=[O:13].[CH3:14][C:15]([O:18][C:19](O[C:19]([O:18][C:15]([CH3:17])([CH3:16])[CH3:14])=[O:20])=[O:20])([CH3:17])[CH3:16], predict the reaction product. The product is: [Br:1][C:2]1[C:3]([CH:12]=[O:13])=[C:4]2[C:8](=[C:9]([CH3:11])[CH:10]=1)[N:7]([C:19]([O:18][C:15]([CH3:17])([CH3:16])[CH3:14])=[O:20])[CH:6]=[CH:5]2. (4) Given the reactants [NH2:1][C:2]1[CH:10]=[CH:9][C:5]([CH2:6][CH2:7][OH:8])=[CH:4][CH:3]=1.[C:11]1(=O)[O:16][C:14](=[O:15])[C:13]2=[CH:17][CH:18]=[CH:19][CH:20]=[C:12]12.C(O)(=O)C, predict the reaction product. The product is: [OH:8][CH2:7][CH2:6][C:5]1[CH:9]=[CH:10][C:2]([N:1]2[C:14](=[O:15])[C:13]3[C:12](=[CH:20][CH:19]=[CH:18][CH:17]=3)[C:11]2=[O:16])=[CH:3][CH:4]=1. (5) Given the reactants Cl[C:2]1[N:7]=[CH:6][N:5]=[C:4]([NH:8][C:9]2[S:13][CH:12]=[N:11][C:10]=2[CH3:14])[N:3]=1.[F:15][C@H:16]1[C@@H:21]([O:22][C:23]2[CH:30]=[CH:29][C:28](B3OC(C)(C)C(C)(C)O3)=[CH:27][C:24]=2[C:25]#[N:26])[CH2:20][CH2:19][N:18]([C:40](=[O:43])[CH2:41][OH:42])[CH2:17]1.C(=O)([O-])[O-].[Na+].[Na+], predict the reaction product. The product is: [F:15][C@H:16]1[C@@H:21]([O:22][C:23]2[CH:30]=[CH:29][C:28]([C:2]3[N:3]=[C:4]([NH:8][C:9]4[S:13][CH:12]=[N:11][C:10]=4[CH3:14])[N:5]=[CH:6][N:7]=3)=[CH:27][C:24]=2[C:25]#[N:26])[CH2:20][CH2:19][N:18]([C:40](=[O:43])[CH2:41][OH:42])[CH2:17]1.